From a dataset of Full USPTO retrosynthesis dataset with 1.9M reactions from patents (1976-2016). Predict the reactants needed to synthesize the given product. (1) Given the product [CH3:25][N:10]1[C:11](=[O:24])[C:12]2[C:16]([NH:17][C:18]3[CH:23]=[CH:22][CH:21]=[CH:20][CH:19]=3)=[N:15][NH:14][C:13]=2[NH:8][C:9]1=[O:26], predict the reactants needed to synthesize it. The reactants are: COC1C=CC(C[N:8]2[C:13]3[NH:14][N:15]=[C:16]([NH:17][C:18]4[CH:23]=[CH:22][CH:21]=[CH:20][CH:19]=4)[C:12]=3[C:11](=[O:24])[N:10]([CH3:25])[C:9]2=[O:26])=CC=1.C(O)(C(F)(F)F)=O.FC(F)(F)S(O)(=O)=O. (2) Given the product [O:11]1[CH2:15][CH:16]1[CH2:17][O:1][C:2]1[S:3][C:4]2[CH:10]=[CH:9][CH:8]=[CH:7][C:5]=2[N:6]=1, predict the reactants needed to synthesize it. The reactants are: [OH:1][C:2]1[S:3][C:4]2[CH:10]=[CH:9][CH:8]=[CH:7][C:5]=2[N:6]=1.[O:11]1[C:15]2[CH:16]=[CH:17]C=CC=2N=C1. (3) Given the product [NH2:15][C:16]1[S:17][C:18]([C:24]2[CH:29]=[CH:28][CH:27]=[C:26]([Cl:30])[CH:25]=2)=[C:19]([C:21]([N:3]2[CH2:4][C@@H:5]3[C@@H:1]([CH2:6]3)[C@H:2]2[CH2:7][NH:8][C:9](=[O:14])[C:10]([F:12])([F:11])[F:13])=[O:22])[N:20]=1, predict the reactants needed to synthesize it. The reactants are: [C@@H:1]12[CH2:6][C@@H:5]1[CH2:4][NH:3][C@@H:2]2[CH2:7][NH:8][C:9](=[O:14])[C:10]([F:13])([F:12])[F:11].[NH2:15][C:16]1[S:17][C:18]([C:24]2[CH:29]=[CH:28][CH:27]=[C:26]([Cl:30])[CH:25]=2)=[C:19]([C:21](O)=[O:22])[N:20]=1. (4) The reactants are: [CH3:1][O:2][C:3]1[CH:15]=[CH:14][C:6]([CH2:7][NH:8][C:9]2[S:10][CH:11]=[CH:12][N:13]=2)=[CH:5][CH:4]=1.C[Si]([N-][Si](C)(C)C)(C)C.[Li+].[Cl:26][C:27]1[CH:28]=[CH:29][C:30]([O:59][CH3:60])=[C:31]([C:33]2[C:42]3[C:37](=[CH:38][C:39]([S:43](OC4C(F)=C(F)C(F)=C(F)C=4F)(=[O:45])=[O:44])=[CH:40][CH:41]=3)[C:36](=[O:58])[NH:35][N:34]=2)[CH:32]=1. Given the product [Cl:26][C:27]1[CH:28]=[CH:29][C:30]([O:59][CH3:60])=[C:31]([C:33]2[C:42]3[C:37](=[CH:38][C:39]([S:43]([N:8]([CH2:7][C:6]4[CH:5]=[CH:4][C:3]([O:2][CH3:1])=[CH:15][CH:14]=4)[C:9]4[S:10][CH:11]=[CH:12][N:13]=4)(=[O:45])=[O:44])=[CH:40][CH:41]=3)[C:36](=[O:58])[NH:35][N:34]=2)[CH:32]=1, predict the reactants needed to synthesize it.